From a dataset of Reaction yield outcomes from USPTO patents with 853,638 reactions. Predict the reaction yield, written as a fraction of the theoretical maximum amount of product (1.0 means a 100% yield; for example, 0.34 means a 34% yield). (1) The reactants are C[Si]([N-][Si](C)(C)C)(C)C.[K+].[N+:11]([C:14]1[CH:15]=[N:16][CH:17]=[CH:18][C:19]=1[C:20]1[O:25][C@H:24]([CH:26]=O)[C@@H:23]([O:28][Si:29]([CH:36]([CH3:38])[CH3:37])([CH:33]([CH3:35])[CH3:34])[CH:30]([CH3:32])[CH3:31])[C@H:22]([O:39][Si:40]([CH:47]([CH3:49])[CH3:48])([CH:44]([CH3:46])[CH3:45])[CH:41]([CH3:43])[CH3:42])[CH:21]=1)([O-:13])=[O:12].[CH2:50]1COC[CH2:51]1. The catalyst is [Br-].C([P+](C1C=CC=CC=1)(C1C=CC=CC=1)C1C=CC=CC=1)C. The product is [N+:11]([C:14]1[CH:15]=[N:16][CH:17]=[CH:18][C:19]=1[C:20]1[O:25][C@H:24](/[CH:26]=[CH:50]/[CH3:51])[C@@H:23]([O:28][Si:29]([CH:30]([CH3:31])[CH3:32])([CH:36]([CH3:38])[CH3:37])[CH:33]([CH3:34])[CH3:35])[C@H:22]([O:39][Si:40]([CH:44]([CH3:45])[CH3:46])([CH:41]([CH3:43])[CH3:42])[CH:47]([CH3:48])[CH3:49])[CH:21]=1)([O-:13])=[O:12]. The yield is 0.420. (2) The reactants are [CH2:1]([N:8]1[CH:12]=[C:11]([CH2:13][O:14][C:15]2[CH:20]=[CH:19][C:18]([N+:21]([O-])=O)=[CH:17][CH:16]=2)[N:10]=[N:9]1)[C:2]1[CH:7]=[CH:6][CH:5]=[CH:4][CH:3]=1.Cl. The catalyst is CO.[Fe]. The product is [CH2:1]([N:8]1[CH:12]=[C:11]([CH2:13][O:14][C:15]2[CH:16]=[CH:17][C:18]([NH2:21])=[CH:19][CH:20]=2)[N:10]=[N:9]1)[C:2]1[CH:3]=[CH:4][CH:5]=[CH:6][CH:7]=1. The yield is 0.650. (3) The reactants are [CH3:1][NH:2][CH2:3][C:4]1[S:8][C:7]2[CH:9]=[CH:10][CH:11]=[CH:12][C:6]=2[C:5]=1[CH3:13].CNCC1C=CC2C(=CC=CC=2)C=1CCC.[ClH:30].[N:31]1([CH2:37][CH2:38][CH2:39][N:40]2[CH2:46][C:45]3[CH:47]=[C:48](/[CH:51]=[CH:52]/[C:53](O)=[O:54])[CH:49]=[N:50][C:44]=3[NH:43][C:42](=[O:56])[CH2:41]2)[CH2:36][CH2:35][O:34][CH2:33][CH2:32]1.Cl.CN1CC2C=C(/C=C/C(O)=O)C=NC=2NC(=O)C1. The product is [ClH:30].[CH3:1][N:2]([CH2:3][C:4]1[S:8][C:7]2[CH:9]=[CH:10][CH:11]=[CH:12][C:6]=2[C:5]=1[CH3:13])[C:53](=[O:54])/[CH:52]=[CH:51]/[C:48]1[CH:49]=[N:50][C:44]2[NH:43][C:42](=[O:56])[CH2:41][N:40]([CH2:39][CH2:38][CH2:37][N:31]3[CH2:32][CH2:33][O:34][CH2:35][CH2:36]3)[CH2:46][C:45]=2[CH:47]=1. The yield is 0.560. No catalyst specified.